Predict the reaction yield, written as a fraction of the theoretical maximum amount of product (1.0 means a 100% yield; for example, 0.34 means a 34% yield). From a dataset of Reaction yield outcomes from USPTO patents with 853,638 reactions. (1) The reactants are [N:1]([CH:4]1[CH2:13][CH2:12][C:11]2[C:6](=[CH:7][CH:8]=[C:9]([C:14]3[N:18]=[C:17]([C:19]4[O:23][N:22]=[C:21]([C:24]5[CH:29]=[CH:28][CH:27]=[CH:26][CH:25]=5)[C:20]=4[C:30]([F:33])([F:32])[F:31])[O:16][N:15]=3)[CH:10]=2)[CH:5]1[OH:34])=[N+:2]=[N-:3].N1C(C)=CC=CC=1C.FC(F)(F)S(O[Si:49]([C:52]([CH3:55])([CH3:54])[CH3:53])([CH3:51])[CH3:50])(=O)=O. The catalyst is C(Cl)Cl. The product is [N:1]([CH:4]1[CH2:13][CH2:12][C:11]2[CH:10]=[C:9]([C:14]3[N:18]=[C:17]([C:19]4[O:23][N:22]=[C:21]([C:24]5[CH:29]=[CH:28][CH:27]=[CH:26][CH:25]=5)[C:20]=4[C:30]([F:33])([F:32])[F:31])[O:16][N:15]=3)[CH:8]=[CH:7][C:6]=2[CH:5]1[O:34][Si:49]([C:52]([CH3:55])([CH3:54])[CH3:53])([CH3:51])[CH3:50])=[N+:2]=[N-:3]. The yield is 0.800. (2) The reactants are [Cl:1][C:2]1[N:3]=[N:4][C:5]([Cl:9])=[CH:6][C:7]=1Cl.[NH:10]1[CH2:15][CH2:14][O:13][CH2:12][CH2:11]1. The catalyst is CCO. The product is [Cl:1][C:2]1[N:3]=[N:4][C:5]([Cl:9])=[CH:6][C:7]=1[N:10]1[CH2:15][CH2:14][O:13][CH2:12][CH2:11]1. The yield is 0.860.